From a dataset of Reaction yield outcomes from USPTO patents with 853,638 reactions. Predict the reaction yield, written as a fraction of the theoretical maximum amount of product (1.0 means a 100% yield; for example, 0.34 means a 34% yield). The reactants are [C:1](#[N:5])[CH2:2][C:3]#[N:4].C(=O)([O-])[O-].[K+].[K+].Br[CH2:13][CH2:14][C:15]([F:18])([F:17])[F:16].O. The catalyst is CN(C)C=O. The product is [F:16][C:15]([F:18])([F:17])[CH2:14][CH2:13][CH:2]([C:1]#[N:5])[C:3]#[N:4]. The yield is 0.680.